Dataset: NCI-60 drug combinations with 297,098 pairs across 59 cell lines. Task: Regression. Given two drug SMILES strings and cell line genomic features, predict the synergy score measuring deviation from expected non-interaction effect. (1) Drug 1: CC1=C(C(=O)C2=C(C1=O)N3CC4C(C3(C2COC(=O)N)OC)N4)N. Drug 2: C(CN)CNCCSP(=O)(O)O. Cell line: HCC-2998. Synergy scores: CSS=39.7, Synergy_ZIP=2.20, Synergy_Bliss=1.68, Synergy_Loewe=-28.1, Synergy_HSA=3.55. (2) Drug 1: CC1=C(C(=CC=C1)Cl)NC(=O)C2=CN=C(S2)NC3=CC(=NC(=N3)C)N4CCN(CC4)CCO. Drug 2: COCCOC1=C(C=C2C(=C1)C(=NC=N2)NC3=CC=CC(=C3)C#C)OCCOC.Cl. Cell line: LOX IMVI. Synergy scores: CSS=3.34, Synergy_ZIP=-0.0902, Synergy_Bliss=4.76, Synergy_Loewe=-4.22, Synergy_HSA=1.65. (3) Drug 1: C1C(C(OC1N2C=C(C(=O)NC2=O)F)CO)O. Drug 2: C1CC(C1)(C(=O)O)C(=O)O.[NH2-].[NH2-].[Pt+2]. Cell line: M14. Synergy scores: CSS=8.35, Synergy_ZIP=-3.16, Synergy_Bliss=4.34, Synergy_Loewe=-2.40, Synergy_HSA=2.75. (4) Drug 1: CN(CC1=CN=C2C(=N1)C(=NC(=N2)N)N)C3=CC=C(C=C3)C(=O)NC(CCC(=O)O)C(=O)O. Drug 2: C1=NC2=C(N=C(N=C2N1C3C(C(C(O3)CO)O)F)Cl)N. Cell line: SNB-19. Synergy scores: CSS=36.9, Synergy_ZIP=-9.44, Synergy_Bliss=-9.97, Synergy_Loewe=-14.6, Synergy_HSA=-8.11. (5) Drug 1: C1=NC2=C(N1)C(=S)N=C(N2)N. Drug 2: C1C(C(OC1N2C=NC(=NC2=O)N)CO)O. Cell line: UACC-257. Synergy scores: CSS=4.22, Synergy_ZIP=-8.23, Synergy_Bliss=-6.98, Synergy_Loewe=-15.6, Synergy_HSA=-10.00. (6) Drug 1: C1=NC2=C(N=C(N=C2N1C3C(C(C(O3)CO)O)O)F)N. Drug 2: C1=NC(=NC(=O)N1C2C(C(C(O2)CO)O)O)N. Cell line: MDA-MB-231. Synergy scores: CSS=11.7, Synergy_ZIP=-1.23, Synergy_Bliss=6.12, Synergy_Loewe=-0.650, Synergy_HSA=0.983.